This data is from Forward reaction prediction with 1.9M reactions from USPTO patents (1976-2016). The task is: Predict the product of the given reaction. Given the reactants [NH2:1][C:2]1[CH:7]=[CH:6][CH:5]=[C:4]([C:8]([F:11])([F:10])[F:9])[N:3]=1.[Cl:12][C:13]1[C:14]([C:19](O)=[O:20])=[N:15][CH:16]=[CH:17][CH:18]=1.CCN=C=NCCCN(C)C.Cl.C1C=CC2N(O)N=NC=2C=1.C(=O)(O)[O-].[Na+], predict the reaction product. The product is: [Cl:12][C:13]1[C:14]([C:19]([NH:1][C:2]2[CH:7]=[CH:6][CH:5]=[C:4]([C:8]([F:9])([F:11])[F:10])[N:3]=2)=[O:20])=[N:15][CH:16]=[CH:17][CH:18]=1.